Task: Predict the reactants needed to synthesize the given product.. Dataset: Full USPTO retrosynthesis dataset with 1.9M reactions from patents (1976-2016) (1) Given the product [CH2:1]([C:5]1[CH:6]=[CH:7][C:8]([NH:11][CH3:12])=[CH:9][CH:10]=1)[CH2:2][CH2:3][CH3:4], predict the reactants needed to synthesize it. The reactants are: [CH2:1]([C:5]1[CH:10]=[CH:9][C:8]([NH2:11])=[CH:7][CH:6]=1)[CH2:2][CH2:3][CH3:4].[CH:12](N(C(C)C)CC)(C)C.ClC(OCC)=O.[H-].[Al+3].[Li+].[H-].[H-].[H-]. (2) Given the product [C:27]([O:30][CH2:31][C:32]1[C:33]([N:47]2[CH2:58][CH2:57][N:56]3[C:49](=[CH:50][C:51]4[CH2:52][C:53]([CH3:60])([CH3:59])[CH2:54][C:55]=43)[C:48]2=[O:61])=[N:34][CH:35]=[CH:36][C:37]=1[C:2]1[CH:3]=[C:4]([NH:9][C:10]2[CH:15]=[CH:14][C:13]([N:16]3[CH2:21][CH2:20][N:19]([CH:22]4[CH2:25][O:24][CH2:23]4)[CH2:18][C@@H:17]3[CH3:26])=[CH:12][N:11]=2)[C:5](=[O:8])[NH:6][N:7]=1)(=[O:29])[CH3:28], predict the reactants needed to synthesize it. The reactants are: Cl[C:2]1[CH:3]=[C:4]([NH:9][C:10]2[CH:15]=[CH:14][C:13]([N:16]3[CH2:21][CH2:20][N:19]([CH:22]4[CH2:25][O:24][CH2:23]4)[CH2:18][C@@H:17]3[CH3:26])=[CH:12][N:11]=2)[C:5](=[O:8])[NH:6][N:7]=1.[C:27]([O:30][CH2:31][C:32]1[C:33]([N:47]2[CH2:58][CH2:57][N:56]3[C:49](=[CH:50][C:51]4[CH2:52][C:53]([CH3:60])([CH3:59])[CH2:54][C:55]=43)[C:48]2=[O:61])=[N:34][CH:35]=[CH:36][C:37]=1B1OC(C)(C)C(C)(C)O1)(=[O:29])[CH3:28].[O-]P([O-])([O-])=O.[K+].[K+].[K+].C([O-])(=O)C.[Na+]. (3) Given the product [C:10]([CH2:2][C:3]1[CH:8]=[CH:7][N:6]=[C:5]([CH3:9])[CH:4]=1)#[N:11], predict the reactants needed to synthesize it. The reactants are: O[CH2:2][C:3]1[CH:8]=[CH:7][N:6]=[C:5]([CH3:9])[CH:4]=1.[C-:10]#[N:11].[K+].C1OCCOCCOCCOCCOCCOC1.C(P(CCCC)CCCC)CCC. (4) Given the product [CH3:16][N:1]1[C:9]2[C:4](=[CH:5][CH:6]=[CH:7][C:8]=2[CH:10]=[O:11])[CH:3]=[CH:2]1, predict the reactants needed to synthesize it. The reactants are: [NH:1]1[C:9]2[C:4](=[CH:5][CH:6]=[CH:7][C:8]=2[CH:10]=[O:11])[CH:3]=[CH:2]1.[H-].[Na+].CI.[C:16](OCC)(=O)C. (5) Given the product [Cl:1][C:2]1[C:7]([N+:8]([O-:10])=[O:9])=[C:6]([NH:18][CH:15]([CH2:16][CH3:17])[CH2:13][CH3:14])[CH:5]=[C:4]([CH3:12])[N:3]=1, predict the reactants needed to synthesize it. The reactants are: [Cl:1][C:2]1[C:7]([N+:8]([O-:10])=[O:9])=[C:6](Cl)[CH:5]=[C:4]([CH3:12])[N:3]=1.[CH2:13]([CH:15]([NH2:18])[CH2:16][CH3:17])[CH3:14].